Dataset: Full USPTO retrosynthesis dataset with 1.9M reactions from patents (1976-2016). Task: Predict the reactants needed to synthesize the given product. (1) Given the product [N:34]1[CH:35]=[CH:36][CH:37]=[CH:38][C:33]=1[N:23]1[C:22]2[CH:21]=[C:20]([O:18][C:14]3[CH:15]=[CH:16][CH:17]=[C:12]([N:10]4[CH:11]=[C:7]([C:3]5[CH:2]=[N:1][CH:6]=[CH:5][CH:4]=5)[CH:8]=[N:9]4)[CH:13]=3)[CH:32]=[CH:31][C:30]=2[C:29]2[C:24]1=[CH:25][CH:26]=[CH:27][CH:28]=2, predict the reactants needed to synthesize it. The reactants are: [N:1]1[CH:6]=[CH:5][CH:4]=[C:3]([C:7]2[CH:8]=[N:9][N:10]([C:12]3[CH:13]=[C:14]([OH:18])[CH:15]=[CH:16][CH:17]=3)[CH:11]=2)[CH:2]=1.Br[C:20]1[CH:32]=[CH:31][C:30]2[C:29]3[C:24](=[CH:25][CH:26]=[CH:27][CH:28]=3)[N:23]([C:33]3[CH:38]=[CH:37][CH:36]=[CH:35][N:34]=3)[C:22]=2[CH:21]=1.N1C=CC=CC=1C(O)=O.[O-]P([O-])([O-])=O.[K+].[K+].[K+]. (2) Given the product [NH2:67][C:64]([CH3:68])([CH2:63][O:62][C:61]1[CH:69]=[CH:70][C:71]([F:72])=[C:59]([F:58])[CH:60]=1)[CH2:65][NH:66][C:17]([C:13]1[N:8]2[CH:9]=[C:10]([CH3:12])[CH:11]=[C:6]([O:5][CH2:4][C:3]3[C:2]([F:1])=[CH:23][CH:22]=[CH:21][C:20]=3[F:24])[C:7]2=[N:15][C:14]=1[CH3:16])=[O:18], predict the reactants needed to synthesize it. The reactants are: [F:1][C:2]1[CH:23]=[CH:22][CH:21]=[C:20]([F:24])[C:3]=1[CH2:4][O:5][C:6]1[C:7]2[N:8]([C:13]([C:17](O)=[O:18])=[C:14]([CH3:16])[N:15]=2)[CH:9]=[C:10]([CH3:12])[CH:11]=1.CN(C(ON1N=NC2C=CC=NC1=2)=[N+](C)C)C.F[P-](F)(F)(F)(F)F.C(N(CC)C(C)C)(C)C.[F:58][C:59]1[CH:60]=[C:61]([CH:69]=[CH:70][C:71]=1[F:72])[O:62][CH2:63][C:64]([CH3:68])([NH2:67])[CH2:65][NH2:66].C(O)(C(F)(F)F)=O. (3) Given the product [F:1][C:2]1[CH:11]=[C:10]2[C:5]([C:6]([OH:17])=[C:7]([C:12]([OH:14])=[O:13])[CH:8]=[N:9]2)=[CH:4][C:3]=1[O:18][CH3:19], predict the reactants needed to synthesize it. The reactants are: [F:1][C:2]1[CH:11]=[C:10]2[C:5]([C:6]([OH:17])=[C:7]([C:12]([O:14]CC)=[O:13])[CH:8]=[N:9]2)=[CH:4][C:3]=1[O:18][CH3:19].[OH-].[Na+].Cl. (4) Given the product [CH:1]1[C:10]2[C:5](=[CH:6][CH:7]=[CH:8][CH:9]=2)[CH:4]=[CH:3][C:2]=1[NH:11][CH2:13][C:14]([O:16][CH2:17][CH3:18])=[O:15], predict the reactants needed to synthesize it. The reactants are: [CH:1]1[C:10]2[C:5](=[CH:6][CH:7]=[CH:8][CH:9]=2)[CH:4]=[CH:3][C:2]=1[NH2:11].I[CH2:13][C:14]([O:16][CH2:17][CH3:18])=[O:15].C([O-])(=O)C.[Na+]. (5) Given the product [Cl:1][C:2]1[CH:7]=[CH:6][CH:5]=[CH:4][C:3]=1[CH:8]([CH:20]1[CH2:25][CH2:24][N:23]([CH3:26])[CH2:22][CH2:21]1)[CH2:9][C:10]([C:12]1[CH:17]=[CH:16][C:15](=[O:18])[NH:14][CH:13]=1)=[O:11], predict the reactants needed to synthesize it. The reactants are: [Cl:1][C:2]1[CH:7]=[CH:6][CH:5]=[CH:4][C:3]=1[CH:8]([CH:20]1[CH2:25][CH2:24][N:23]([CH3:26])[CH2:22][CH2:21]1)[CH2:9][C:10]([C:12]1[CH:13]=[N:14][C:15]([O:18]C)=[CH:16][CH:17]=1)=[O:11].Cl. (6) Given the product [N:1]1[C:10]2[C:5](=[CH:6][CH:7]=[CH:8][CH:9]=2)[CH:4]=[C:3]([CH:11]=[CH:12][CH2:13][OH:14])[CH:2]=1.[C:15]([O:19][C:20](=[O:21])[O-:22])([CH3:18])([CH3:17])[CH3:16], predict the reactants needed to synthesize it. The reactants are: [N:1]1[C:10]2[C:5](=[CH:6][CH:7]=[CH:8][CH:9]=2)[CH:4]=[C:3]([C:11]#[C:12][CH2:13][OH:14])[CH:2]=1.[C:15]([O:19][C:20](=[O:22])[O-:21])([CH3:18])([CH3:17])[CH3:16].